This data is from Forward reaction prediction with 1.9M reactions from USPTO patents (1976-2016). The task is: Predict the product of the given reaction. (1) Given the reactants I[C:2]1[C:6]([C:7]([O:9][CH2:10][CH3:11])=[O:8])=[CH:5][N:4]([CH2:12][O:13][CH2:14][CH2:15][Si:16]([CH3:19])([CH3:18])[CH3:17])[N:3]=1.[CH3:20][C:21]1[CH:32]=[CH:31][C:24]2[S:25][C:26](B(O)O)=[CH:27][C:23]=2[CH:22]=1.C(=O)([O-])[O-].[K+].[K+], predict the reaction product. The product is: [CH3:20][C:21]1[CH:32]=[CH:31][C:24]2[S:25][C:26]([C:2]3[C:6]([C:7]([O:9][CH2:10][CH3:11])=[O:8])=[CH:5][N:4]([CH2:12][O:13][CH2:14][CH2:15][Si:16]([CH3:19])([CH3:18])[CH3:17])[N:3]=3)=[CH:27][C:23]=2[CH:22]=1. (2) Given the reactants [CH2:1]([NH2:10])[CH2:2][NH:3][CH2:4][CH2:5][NH:6][CH2:7][CH2:8][NH2:9].[CH:11]([CH:13]=O)=O, predict the reaction product. The product is: [NH:3]1[CH:4]2[CH:5]3[NH:9][CH2:8][CH2:7][N:6]3[CH2:11][CH2:13][N:10]2[CH2:1][CH2:2]1. (3) Given the reactants Br[C:2]1[C:6]2[CH:7]=[N:8][C:9]([NH2:23])=[C:10]([O:11][C@@H:12]([C:14]3[C:19]([Cl:20])=[CH:18][CH:17]=[C:16]([F:21])[C:15]=3[Cl:22])[CH3:13])[C:5]=2[O:4][CH:3]=1.CC1(C)C(C)(C)OB([C:32]2[N:33]=[CH:34][S:35][CH:36]=2)O1.O1CCOCC1.C([O-])([O-])=O.[Cs+].[Cs+].O, predict the reaction product. The product is: [Cl:22][C:15]1[C:16]([F:21])=[CH:17][CH:18]=[C:19]([Cl:20])[C:14]=1[C@H:12]([O:11][C:10]1[C:5]2[O:4][CH:3]=[C:2]([C:32]3[N:33]=[CH:34][S:35][CH:36]=3)[C:6]=2[CH:7]=[N:8][C:9]=1[NH2:23])[CH3:13]. (4) The product is: [Br:1][C:2]1[CH:18]=[CH:17][C:5]([N:6]([CH:11]2[CH2:16][CH2:15][CH2:14][CH2:13][CH2:12]2)[CH2:7][C:8](=[O:31])[CH3:9])=[C:4]([N+:19]([O-:21])=[O:20])[CH:3]=1. Given the reactants [Br:1][C:2]1[CH:18]=[CH:17][C:5]([N:6]([CH:11]2[CH2:16][CH2:15][CH2:14][CH2:13][CH2:12]2)[CH2:7][C:8](C)=[CH2:9])=[C:4]([N+:19]([O-:21])=[O:20])[CH:3]=1.N1C(C)=CC=CC=1C.I([O-])(=O)(=O)=[O:31].[Na+], predict the reaction product.